This data is from Reaction yield outcomes from USPTO patents with 853,638 reactions. The task is: Predict the reaction yield, written as a fraction of the theoretical maximum amount of product (1.0 means a 100% yield; for example, 0.34 means a 34% yield). (1) The yield is 0.520. The reactants are C([N-]C(C)C)(C)C.[Li+].[CH3:9][C:10](=[O:15])[CH2:11][C:12](=[O:14])[CH3:13].[N+:16]([C:19]1[CH:26]=[CH:25][C:22]([CH2:23]Br)=[CH:21][CH:20]=1)([O-:18])=[O:17]. The catalyst is O1CCCC1. The product is [N+:16]([C:19]1[CH:26]=[CH:25][C:22]([CH2:23][CH2:9][C:10](=[O:15])[CH2:11][C:12](=[O:14])[CH3:13])=[CH:21][CH:20]=1)([O-:18])=[O:17]. (2) The reactants are [Cl:1][C:2]1[CH:7]=[C:6]([C:8]([OH:10])=[O:9])[CH:5]=[C:4]([Cl:11])[N:3]=1.C(NC(=NC(C)C)O[C:18]([CH3:21])([CH3:20])[CH3:19])(C)C. The catalyst is C1COCC1. The product is [C:18]([O:9][C:8]([C:6]1[CH:5]=[C:4]([Cl:11])[N:3]=[C:2]([Cl:1])[CH:7]=1)=[O:10])([CH3:21])([CH3:20])[CH3:19]. The yield is 0.730. (3) The reactants are [I:1][C:2]1[C:10]2[C:5](=[CH:6][CH:7]=[C:8]([CH:11]=[O:12])[CH:9]=2)[NH:4][N:3]=1.C(=O)([O-])[O-].[Cs+].[Cs+].[CH3:19][Si:20]([CH3:27])([CH3:26])[CH2:21][CH2:22][O:23][CH2:24]Cl. The catalyst is CN(C=O)C. The product is [I:1][C:2]1[C:10]2[C:5](=[CH:6][CH:7]=[C:8]([CH:11]=[O:12])[CH:9]=2)[N:4]([CH2:24][O:23][CH2:22][CH2:21][Si:20]([CH3:27])([CH3:26])[CH3:19])[N:3]=1. The yield is 0.820.